Dataset: Full USPTO retrosynthesis dataset with 1.9M reactions from patents (1976-2016). Task: Predict the reactants needed to synthesize the given product. (1) Given the product [CH3:1][O:2][C:3]1[CH:4]=[CH:5][C:6]([CH:9]([CH2:34][CH:33]=[CH2:32])[C:10]([C:12]2[CH:19]=[CH:18][C:15]([C:16]#[N:17])=[CH:14][C:13]=2[CH3:20])=[O:11])=[CH:7][CH:8]=1, predict the reactants needed to synthesize it. The reactants are: [CH3:1][O:2][C:3]1[CH:8]=[CH:7][C:6]([CH2:9][C:10]([C:12]2[CH:19]=[CH:18][C:15]([C:16]#[N:17])=[CH:14][C:13]=2[CH3:20])=[O:11])=[CH:5][CH:4]=1.C[Si](C)(C)[N-][Si](C)(C)C.[Li+].Br[CH2:32][CH:33]=[CH2:34]. (2) Given the product [C:7]([O:11][C:12](=[O:23])[NH:13][CH2:14][CH2:15][C:16]1[CH:21]=[CH:20][C:19]([O:22][C:25]2[CH:33]=[CH:32][C:28]([C:29](=[O:30])[NH2:31])=[CH:27][N:26]=2)=[CH:18][CH:17]=1)([CH3:10])([CH3:8])[CH3:9], predict the reactants needed to synthesize it. The reactants are: CC(C)([O-])C.[K+].[C:7]([O:11][C:12](=[O:23])[NH:13][CH2:14][CH2:15][C:16]1[CH:21]=[CH:20][C:19]([OH:22])=[CH:18][CH:17]=1)([CH3:10])([CH3:9])[CH3:8].Cl[C:25]1[CH:33]=[CH:32][C:28]([C:29]([NH2:31])=[O:30])=[CH:27][N:26]=1. (3) Given the product [CH3:3][O:4][C:5]1[CH:10]=[CH:9][C:8]([C:11]2[C:15]3[CH2:16][C:17]4[S:18][C:19]([C:22]5[CH:23]=[CH:24][C:25]([NH2:28])=[N:26][CH:27]=5)=[CH:20][C:21]=4[C:14]=3[N:13]([CH2:36][O:35][CH2:34][CH2:33][Si:30]([CH3:32])([CH3:31])[CH3:29])[N:12]=2)=[CH:7][CH:6]=1, predict the reactants needed to synthesize it. The reactants are: [H-].[Na+].[CH3:3][O:4][C:5]1[CH:10]=[CH:9][C:8]([C:11]2[C:15]3[CH2:16][C:17]4[S:18][C:19]([C:22]5[CH:23]=[CH:24][C:25]([NH2:28])=[N:26][CH:27]=5)=[CH:20][C:21]=4[C:14]=3[NH:13][N:12]=2)=[CH:7][CH:6]=1.[CH3:29][Si:30]([CH2:33][CH2:34][O:35][CH2:36]Cl)([CH3:32])[CH3:31]. (4) Given the product [CH:1]1([N:7]2[C:11]([C:12]3[CH:17]=[CH:16][C:15]([F:18])=[CH:14][CH:13]=3)=[C:10]([C:19]([NH2:26])=[O:21])[CH:9]=[N:8]2)[CH2:6][CH2:5][CH2:4][CH2:3][CH2:2]1, predict the reactants needed to synthesize it. The reactants are: [CH:1]1([N:7]2[C:11]([C:12]3[CH:17]=[CH:16][C:15]([F:18])=[CH:14][CH:13]=3)=[C:10]([C:19]([OH:21])=O)[CH:9]=[N:8]2)[CH2:6][CH2:5][CH2:4][CH2:3][CH2:2]1.S(Cl)(Cl)=O.[NH3:26].C1COCC1. (5) Given the product [ClH:22].[Cl:22][C:14]1[CH:15]=[N:16][C:17]2[CH:18]=[CH:19][C:20](=[O:21])[N:11]3[CH2:10][CH:9]([CH2:8][N:5]4[CH2:6][CH2:7][C@H:2]([NH:1][CH2:33][C:30]5[N:29]=[CH:28][C:27]6[O:26][CH2:25][S:24][C:32]=6[CH:31]=5)[C@H:3]([OH:23])[CH2:4]4)[C:13]=1[C:12]=23, predict the reactants needed to synthesize it. The reactants are: [NH2:1][C@H:2]1[CH2:7][CH2:6][N:5]([CH2:8][CH:9]2[C:13]3=[C:14]([Cl:22])[CH:15]=[N:16][C:17]4[CH:18]=[CH:19][C:20](=[O:21])[N:11]([C:12]=43)[CH2:10]2)[CH2:4][C@H:3]1[OH:23].[S:24]1[C:32]2[CH:31]=[C:30]([CH:33]=O)[N:29]=[CH:28][C:27]=2[O:26][CH2:25]1.Cl.Cl.C(OCC)C. (6) Given the product [N:1]1[CH:6]=[CH:5][CH:4]=[CH:3][C:2]=1[NH:7][C:8]([N:10]1[C@@H:16]2[CH2:17][N:13]([CH2:14][CH2:15]2)[C:12]2[CH:18]=[CH:19][C:20]([C:22]([NH:63][CH:60]3[CH2:61][CH2:62][O:58][CH2:59]3)=[O:23])=[N:21][C:11]1=2)=[O:9], predict the reactants needed to synthesize it. The reactants are: [N:1]1[CH:6]=[CH:5][CH:4]=[CH:3][C:2]=1[NH:7][C:8]([N:10]1[C@@H:16]2[CH2:17][N:13]([CH2:14][CH2:15]2)[C:12]2[CH:18]=[CH:19][C:20]([C:22](O)=[O:23])=[N:21][C:11]1=2)=[O:9].CN(C(ON1N=NC2C=CC=NC1=2)=[N+](C)C)C.F[P-](F)(F)(F)(F)F.CCN(C(C)C)C(C)C.[O:58]1[CH2:62][CH2:61][CH:60]([NH2:63])[CH2:59]1.